This data is from Human liver microsome stability data. The task is: Regression/Classification. Given a drug SMILES string, predict its absorption, distribution, metabolism, or excretion properties. Task type varies by dataset: regression for continuous measurements (e.g., permeability, clearance, half-life) or binary classification for categorical outcomes (e.g., BBB penetration, CYP inhibition). Dataset: hlm. (1) The drug is COc1cc(-c2cccc3[nH]c(-c4ccc5[nH]ccc5c4)nc23)cc(OC)c1OC. The result is 0 (unstable in human liver microsomes). (2) The molecule is O=C(NCC1CCCCC1)NC1CCN(c2ncnc3c2nc(-c2ccccc2Cl)n3-c2ccc(Cl)cc2)CC1. The result is 1 (stable in human liver microsomes). (3) The drug is C[C@@H]1CCCN1CCc1ccc(-c2ccc(=O)n(C)n2)cc1. The result is 0 (unstable in human liver microsomes).